Task: Predict which catalyst facilitates the given reaction.. Dataset: Catalyst prediction with 721,799 reactions and 888 catalyst types from USPTO Reactant: C[N:2](C)/[CH:3]=[CH:4]/[C:5]([C:7]1([CH3:20])[CH2:12][CH2:11][N:10]([C:13]([O:15][C:16]([CH3:19])([CH3:18])[CH3:17])=[O:14])[CH2:9][CH2:8]1)=O.[NH2:22]N.O. Product: [CH3:20][C:7]1([C:5]2[CH:4]=[CH:3][NH:2][N:22]=2)[CH2:12][CH2:11][N:10]([C:13]([O:15][C:16]([CH3:19])([CH3:18])[CH3:17])=[O:14])[CH2:9][CH2:8]1. The catalyst class is: 14.